From a dataset of Peptide-MHC class I binding affinity with 185,985 pairs from IEDB/IMGT. Regression. Given a peptide amino acid sequence and an MHC pseudo amino acid sequence, predict their binding affinity value. This is MHC class I binding data. The peptide sequence is AMCNVYIPPY. The MHC is HLA-A03:01 with pseudo-sequence HLA-A03:01. The binding affinity (normalized) is 0.536.